This data is from Catalyst prediction with 721,799 reactions and 888 catalyst types from USPTO. The task is: Predict which catalyst facilitates the given reaction. Reactant: [Cl:1][C:2]1[CH:7]=[CH:6][C:5]([C:8]2[C:9]([C:14]([OH:16])=O)=[CH:10][CH:11]=[CH:12][CH:13]=2)=[C:4]([CH3:17])[CH:3]=1.CS(O)(=O)=O.O=P12OP3(OP(OP(O3)(O1)=O)(=O)O2)=O. Product: [Cl:1][C:2]1[CH:3]=[C:4]([CH3:17])[C:5]2[C:8]3[C:9](=[CH:10][CH:11]=[CH:12][CH:13]=3)[C:14](=[O:16])[C:6]=2[CH:7]=1. The catalyst class is: 6.